From a dataset of Forward reaction prediction with 1.9M reactions from USPTO patents (1976-2016). Predict the product of the given reaction. (1) Given the reactants [CH:1]1([C:7](=[NH:17])[NH:8][CH2:9][C:10](OC(C)(C)C)=[O:11])[CH2:6][CH2:5][CH2:4][CH2:3][CH2:2]1.[Cl:18][CH2:19]CCl, predict the reaction product. The product is: [Cl:18][C:19]1[N:17]=[C:7]([CH:1]2[CH2:6][CH2:5][CH2:4][CH2:3][CH2:2]2)[NH:8][C:9]=1[CH:10]=[O:11]. (2) Given the reactants [Cl:1][C:2]1[CH:3]=[CH:4][C:5]([O:11][CH2:12][CH:13]([O:15][CH3:16])C)=[C:6]([CH:10]=1)[C:7]([OH:9])=[O:8].O(CCO)[C:18]1[CH:23]=[CH:22]C=[CH:20][CH:19]=1, predict the reaction product. The product is: [Cl:1][C:2]1[CH:3]=[CH:4][C:5]([O:11][CH2:12][CH2:13][O:15][C:16]2[CH:22]=[CH:23][CH:18]=[CH:19][CH:20]=2)=[C:6]([CH:10]=1)[C:7]([OH:9])=[O:8]. (3) Given the reactants [Br:1]Br.[BrH:3].[CH3:4][CH:5]1[NH:11][CH2:10][CH2:9][C:8](=[O:12])[CH2:7][CH2:6]1, predict the reaction product. The product is: [BrH:1].[Br:3][CH:7]1[CH2:6][CH:5]([CH3:4])[NH:11][CH2:10][CH2:9][C:8]1=[O:12].[BrH:1].[Br:1][CH:9]1[C:8](=[O:12])[CH2:7][CH2:6][CH:5]([CH3:4])[NH:11][CH2:10]1. (4) The product is: [NH2:9][CH2:8][C:6]1[CH:5]=[C:4]([NH:10][C:11](=[O:20])[O:12][CH2:13][C:14]2[CH:19]=[CH:18][CH:17]=[CH:16][CH:15]=2)[CH:3]=[C:2]([Br:1])[CH:7]=1. Given the reactants [Br:1][C:2]1[CH:3]=[C:4]([NH:10][C:11](=[O:20])[O:12][CH2:13][C:14]2[CH:19]=[CH:18][CH:17]=[CH:16][CH:15]=2)[CH:5]=[C:6]([C:8]#[N:9])[CH:7]=1.C(C1C=NC=C(CCC(C)C)C=1)#N, predict the reaction product. (5) Given the reactants [S:1]1[C:5]2[CH:6]=[CH:7][CH:8]=[CH:9][C:4]=2[C:3]([N:10]2[CH2:15][CH2:14][N:13]([CH2:16][CH2:17][C:18]3[CH:19]=[C:20]4[C:24](=[CH:25][CH:26]=3)[C:23]([CH3:28])([CH3:27])[CH:22]([N:29]([CH3:33])[C:30](=[O:32])[CH3:31])[C:21]4([CH3:35])[CH3:34])[CH2:12][CH2:11]2)=[N:2]1.[CH3:36][S:37]([OH:40])(=[O:39])=[O:38], predict the reaction product. The product is: [CH3:36][S:37]([OH:40])(=[O:39])=[O:38].[S:1]1[C:5]2[CH:6]=[CH:7][CH:8]=[CH:9][C:4]=2[C:3]([N:10]2[CH2:15][CH2:14][N:13]([CH2:16][CH2:17][C:18]3[CH:19]=[C:20]4[C:24](=[CH:25][CH:26]=3)[C:23]([CH3:28])([CH3:27])[CH:22]([N:29]([CH3:33])[C:30](=[O:32])[CH3:31])[C:21]4([CH3:35])[CH3:34])[CH2:12][CH2:11]2)=[N:2]1. (6) Given the reactants [Br:1][C:2]1[CH:7]=[C:6]([O:8]C)[CH:5]=[CH:4][C:3]=1[CH2:10][C:11]([CH3:19])([CH3:18])[CH2:12][C:13]([O:15][CH2:16][CH3:17])=[O:14].B(Br)(Br)Br, predict the reaction product. The product is: [Br:1][C:2]1[CH:7]=[C:6]([OH:8])[CH:5]=[CH:4][C:3]=1[CH2:10][C:11]([CH3:18])([CH3:19])[CH2:12][C:13]([O:15][CH2:16][CH3:17])=[O:14].